Dataset: Forward reaction prediction with 1.9M reactions from USPTO patents (1976-2016). Task: Predict the product of the given reaction. Given the reactants [CH3:1][N:2]([CH3:19])[CH:3]1[CH2:8][CH2:7][C:6]([C:9]2[C:17]3[C:12](=[CH:13][CH:14]=[C:15]([NH2:18])[CH:16]=3)[NH:11][CH:10]=2)=[CH:5][CH2:4]1.I.CS[C:23]([C:25]1[S:26][CH:27]=[CH:28][CH:29]=1)=[NH:24], predict the reaction product. The product is: [CH3:1][N:2]([CH3:19])[CH:3]1[CH2:8][CH2:7][C:6]([C:9]2[C:17]3[C:12](=[CH:13][CH:14]=[C:15]([NH:18][C:23]([C:25]4[S:26][CH:27]=[CH:28][CH:29]=4)=[NH:24])[CH:16]=3)[NH:11][CH:10]=2)=[CH:5][CH2:4]1.